This data is from Catalyst prediction with 721,799 reactions and 888 catalyst types from USPTO. The task is: Predict which catalyst facilitates the given reaction. Reactant: C([O:8][C:9]1[CH:14]=[C:13]([O:15]CC2C=CC=CC=2)[C:12]([C:23]([CH3:25])=[CH2:24])=[CH:11][C:10]=1[C:26]([N:28]1[CH2:36][C:35]2[C:30](=[C:31]([CH3:38])[CH:32]=[C:33]([OH:37])[CH:34]=2)[CH2:29]1)=[O:27])C1C=CC=CC=1.[C:39](=O)([O-:41])[O-:40].[K+].[K+].Cl.[CH3:46][N:47]([CH3:51])[CH2:48][CH2:49]Cl. Product: [OH:8][C:9]1[CH:14]=[C:13]([OH:15])[C:12]([CH:23]([CH3:24])[CH3:25])=[CH:11][C:10]=1[C:26]([N:28]1[CH2:36][C:35]2[C:30](=[C:31]([CH3:38])[CH:32]=[C:33]([O:37][CH2:49][CH2:48][N:47]([CH3:51])[CH3:46])[CH:34]=2)[CH2:29]1)=[O:27].[CH:39]([O-:41])=[O:40]. The catalyst class is: 3.